Predict the reactants needed to synthesize the given product. From a dataset of Full USPTO retrosynthesis dataset with 1.9M reactions from patents (1976-2016). (1) The reactants are: [CH3:1][CH:2]([C:16]([OH:18])=[O:17])[C:3]1[CH:4]=[CH:5][C:6]([C:10]2[CH:11]=[CH:12][CH:13]=[CH:14][CH:15]=2)=[C:7]([F:9])[CH:8]=1.[NH:19]1[CH:23]=[CH:22][N:21]=[CH:20]1.[CH:24]1[N:28]([CH2:29][O:30][CH2:31][CH2:32][OH:33])[C:27]2[N:34]=[C:35]([NH2:39])[N:36]=[C:37]([OH:38])[C:26]=2[N:25]=1. Given the product [CH:24]1[N:28]([CH2:29][O:30][CH2:31][CH2:32][OH:33])[C:27]2[N:34]=[C:35]([NH2:39])[N:36]=[C:37]([OH:38])[C:26]=2[N:25]=1.[NH:19]1[CH:23]=[CH:22][N:21]=[CH:20]1.[CH3:1][CH:2]([C:16]([OH:18])=[O:17])[C:3]1[CH:4]=[CH:5][C:6]([C:10]2[CH:15]=[CH:14][CH:13]=[CH:12][CH:11]=2)=[C:7]([F:9])[CH:8]=1, predict the reactants needed to synthesize it. (2) Given the product [C:25]([O:24][C:22]([C:21]1[S:18][C:5]2[CH:6]=[C:7]([O:10][CH2:11][C:12]3[CH:13]=[CH:14][CH:15]=[CH:16][CH:17]=3)[CH:8]=[CH:9][C:4]=2[C:3]=1[OH:19])=[O:23])([CH3:28])([CH3:27])[CH3:26], predict the reactants needed to synthesize it. The reactants are: CO[C:3](=[O:19])[C:4]1[CH:9]=[CH:8][C:7]([O:10][CH2:11][C:12]2[CH:17]=[CH:16][CH:15]=[CH:14][CH:13]=2)=[CH:6][C:5]=1[SH:18].Br[CH2:21][C:22]([O:24][C:25]([CH3:28])([CH3:27])[CH3:26])=[O:23].C[O-].[Na+].Cl. (3) Given the product [CH2:12]([O:11][C:6]1[CH:5]=[C:4]([CH2:3][OH:2])[CH:9]=[C:8]([CH3:10])[CH:7]=1)[CH:13]=[CH2:14], predict the reactants needed to synthesize it. The reactants are: C[O:2][C:3](=O)[C:4]1[CH:9]=[C:8]([CH3:10])[CH:7]=[C:6]([O:11][CH2:12][CH:13]=[CH2:14])[CH:5]=1.[H-].[H-].[H-].[H-].[Li+].[Al+3]. (4) Given the product [Cl:1][C:2]1[N:3]=[C:4]([CH3:13])[C:5]([C:9]([O:11][CH3:12])=[O:10])=[N:6][C:7]=1[Cl:14], predict the reactants needed to synthesize it. The reactants are: [Cl:1][C:2]1[N:3]=[C:4]([CH3:13])[C:5]([C:9]([O:11][CH3:12])=[O:10])=[N+:6]([O-])[CH:7]=1.[Cl:14]C1N=C(C(OC)=O)C(C)=[N+]([O-])C=1.P(Cl)(Cl)(Cl)=O.CN(C=O)C. (5) Given the product [CH3:16][O:17][C:18](=[O:22])[CH2:19][CH2:20][N:11]1[CH:12]=[CH:13][C:9]([C:7]2[CH:6]=[CH:5][N:4]=[C:3]([S:2][CH3:1])[N:8]=2)=[CH:10]1, predict the reactants needed to synthesize it. The reactants are: [CH3:1][S:2][C:3]1[N:8]=[C:7]([C:9]2[CH:13]=[CH:12][NH:11][CH:10]=2)[CH:6]=[CH:5][N:4]=1.[H-].[Na+].[CH3:16][O:17][C:18](=[O:22])[CH2:19][CH2:20]Br. (6) Given the product [CH2:1]([O:4][C:5]([N:7]1[CH2:12][CH2:11][N:10]([C:13](=[O:31])[C@@H:14]([NH2:20])[CH2:15][C:16]([F:17])([F:19])[F:18])[CH2:9][CH2:8]1)=[O:6])[CH2:2][CH3:3], predict the reactants needed to synthesize it. The reactants are: [CH2:1]([O:4][C:5]([N:7]1[CH2:12][CH2:11][N:10]([C:13](=[O:31])[C@@H:14]([NH:20]C(OCC2C=CC=CC=2)=O)[CH2:15][C:16]([F:19])([F:18])[F:17])[CH2:9][CH2:8]1)=[O:6])[CH2:2][CH3:3]. (7) Given the product [C:2]([NH:5][CH2:6][C@H:7]1[O:11][C:10](=[O:12])[N:9]([C:13]2[CH:18]=[CH:17][C:16]([C:19]3[CH:20]=[CH:21][C:22]([CH2:25][CH2:26][C@@:27]([CH3:42])([S:38]([CH3:41])(=[O:40])=[O:39])[C:28]([NH:30][OH:31])=[O:29])=[CH:23][CH:24]=3)=[C:15]([F:43])[CH:14]=2)[CH2:8]1)(=[O:4])[CH3:3], predict the reactants needed to synthesize it. The reactants are: Cl.[C:2]([NH:5][CH2:6][C@H:7]1[O:11][C:10](=[O:12])[N:9]([C:13]2[CH:18]=[CH:17][C:16]([C:19]3[CH:24]=[CH:23][C:22]([CH2:25][CH2:26][C@@:27]([CH3:42])([S:38]([CH3:41])(=[O:40])=[O:39])[C:28]([NH:30][O:31]C4CCCCO4)=[O:29])=[CH:21][CH:20]=3)=[C:15]([F:43])[CH:14]=2)[CH2:8]1)(=[O:4])[CH3:3]. (8) Given the product [F:1][C:2]1[CH:3]=[CH:4][C:5]([C:8]2[NH:9][CH:10]=[C:11]([CH:19]=[CH:20][CH:21]=[O:22])[C:12]=2[C:13]2[CH:18]=[CH:17][N:16]=[CH:15][CH:14]=2)=[CH:6][CH:7]=1, predict the reactants needed to synthesize it. The reactants are: [F:1][C:2]1[CH:7]=[CH:6][C:5]([C:8]2[NH:9][CH:10]=[C:11]([CH:19]=[CH:20][CH2:21][OH:22])[C:12]=2[C:13]2[CH:18]=[CH:17][N:16]=[CH:15][CH:14]=2)=[CH:4][CH:3]=1.C(OCC)(=O)C. (9) Given the product [CH3:1][C@@:2]12[C@@:10]([OH:11])([C:16]([CH2:18][OH:19])=[O:17])[C@H:9]([OH:13])[CH2:8][C@H:7]1[C@@H:6]1[CH2:20][CH2:21][C:22]3[C@@:28]([CH3:29])([C@@:5]1([F:30])[C@@H:4]([OH:31])[CH2:3]2)[CH:27]=[CH:26][C:24](=[O:25])[CH:23]=3, predict the reactants needed to synthesize it. The reactants are: [CH3:1][C@@:2]12[C@:10]3([C:16]([CH2:18][OH:19])=[O:17])[O:11]C(C)(C)[O:13][C@@H:9]3[CH2:8][C@H:7]1[C@@H:6]1[CH2:20][CH2:21][C:22]3[C@@:28]([CH3:29])([C@@:5]1([F:30])[C@@H:4]([OH:31])[CH2:3]2)[CH:27]=[CH:26][C:24](=[O:25])[CH:23]=3.C[C@@]12[C@@](O)(C(CO)=O)[C@H](O)C[C@H]1[C@@H]1C[C@H](F)C3[C@@](C)([C@@]1(F)[C@@H](O)C2)C=CC(=O)C=3.